From a dataset of Full USPTO retrosynthesis dataset with 1.9M reactions from patents (1976-2016). Predict the reactants needed to synthesize the given product. (1) Given the product [CH3:22][C:21]1[C:16]([N:13]2[CH2:14][CH2:15][N:10]([C:8]([C:5]3[CH:6]=[CH:7][C:2]([N:31]4[CH2:30][C:29]([CH3:35])([CH3:28])[O:33][C:32]4=[O:34])=[CH:3][C:4]=3[S:24]([CH3:27])(=[O:26])=[O:25])=[O:9])[CH2:11][CH2:12]2)=[N:17][CH:18]=[C:19]([CH3:23])[CH:20]=1, predict the reactants needed to synthesize it. The reactants are: Br[C:2]1[CH:7]=[CH:6][C:5]([C:8]([N:10]2[CH2:15][CH2:14][N:13]([C:16]3[C:21]([CH3:22])=[CH:20][C:19]([CH3:23])=[CH:18][N:17]=3)[CH2:12][CH2:11]2)=[O:9])=[C:4]([S:24]([CH3:27])(=[O:26])=[O:25])[CH:3]=1.[CH3:28][C:29]1([CH3:35])[O:33][C:32](=[O:34])[NH:31][CH2:30]1. (2) Given the product [Cl:1][C:2]1[CH:7]=[C:6]([O:8][CH3:9])[C:5]([CH3:10])=[CH:4][C:3]=1[CH2:15][N:16]1[C:24](=[O:25])[C:23]2[C:18](=[CH:19][CH:20]=[CH:21][CH:22]=2)[C:17]1=[O:26], predict the reactants needed to synthesize it. The reactants are: [Cl:1][C:2]1[CH:3]=[CH:4][C:5]([CH3:10])=[C:6]([O:8][CH3:9])[CH:7]=1.ClC(Cl)(Cl)C(=N)O[CH2:15][N:16]1[C:24](=[O:25])[C:23]2[C:18](=[CH:19][CH:20]=[CH:21][CH:22]=2)[C:17]1=[O:26].FC(F)(F)S(O[Si](C)(C)C)(=O)=O. (3) Given the product [CH:26]1([N:12]([CH:9]2[CH2:10][CH2:11][N:6]([C:4](=[O:5])[CH2:3][CH:2]([NH:1][CH3:37])[CH2:29][CH:30]([CH3:32])[CH3:31])[CH2:7][CH2:8]2)[S:13]([C:16]2[CH:21]=[CH:20][CH:19]=[C:18]([C:22]([F:25])([F:24])[F:23])[CH:17]=2)(=[O:15])=[O:14])[CH2:27][CH2:28]1, predict the reactants needed to synthesize it. The reactants are: [NH2:1][CH:2]([CH2:29][CH:30]([CH3:32])[CH3:31])[CH2:3][C:4]([N:6]1[CH2:11][CH2:10][CH:9]([N:12]([CH:26]2[CH2:28][CH2:27]2)[S:13]([C:16]2[CH:21]=[CH:20][CH:19]=[C:18]([C:22]([F:25])([F:24])[F:23])[CH:17]=2)(=[O:15])=[O:14])[CH2:8][CH2:7]1)=[O:5].C=O.[BH-](OC(C)=O)(OC(C)=O)O[C:37](C)=O.[Na+].CC(O)=O. (4) The reactants are: [CH3:1][C:2]1[CH:7]=[CH:6][N:5]([C:8]2[CH:13]=[CH:12][C:11]([N:14]3[CH2:19][CH2:18][NH:17][CH2:16][CH2:15]3)=[CH:10][CH:9]=2)[C:4](=[O:20])[CH:3]=1.CC1C=CC(S(O[CH2:32][CH2:33][CH2:34][C:35]2[C:43]3[C:38](=[CH:39][CH:40]=[C:41]([C:44]#[N:45])[CH:42]=3)[NH:37][CH:36]=2)(=O)=O)=CC=1.C(=O)([O-])[O-].[K+].[K+].[I-].[K+]. Given the product [CH3:1][C:2]1[CH:7]=[CH:6][N:5]([C:8]2[CH:9]=[CH:10][C:11]([N:14]3[CH2:15][CH2:16][N:17]([CH2:32][CH2:33][CH2:34][C:35]4[C:43]5[C:38](=[CH:39][CH:40]=[C:41]([C:44]#[N:45])[CH:42]=5)[NH:37][CH:36]=4)[CH2:18][CH2:19]3)=[CH:12][CH:13]=2)[C:4](=[O:20])[CH:3]=1, predict the reactants needed to synthesize it. (5) Given the product [Cl:1][C:2]1[CH:10]=[CH:9][C:8]([S:11]([NH:19][C:15]([CH3:18])([CH3:17])[CH3:16])(=[O:13])=[O:12])=[CH:7][C:3]=1[C:4]([OH:6])=[O:5], predict the reactants needed to synthesize it. The reactants are: [Cl:1][C:2]1[CH:10]=[CH:9][C:8]([S:11](Cl)(=[O:13])=[O:12])=[CH:7][C:3]=1[C:4]([OH:6])=[O:5].[C:15]([NH2:19])([CH3:18])([CH3:17])[CH3:16].CCN(C(C)C)C(C)C.ClC1C(S(NC)(=O)=O)=CC=C(Cl)C=1C(O)=O.